From a dataset of Drug-target binding data from BindingDB using Ki measurements. Regression. Given a target protein amino acid sequence and a drug SMILES string, predict the binding affinity score between them. We predict pKi (pKi = -log10(Ki in M); higher means stronger inhibition). Dataset: bindingdb_ki. (1) The small molecule is NC(=O)CC[C@H](N)C(=O)CP(=O)([O-])OC[C@H]1O[C@@H](n2cnc3c(N)ncnc32)[C@H](O)[C@@H]1O. The target protein (P04805) has sequence MKIKTRFAPSPTGYLHVGGARTALYSWLFARNHGGEFVLRIEDTDLERSTPEAIEAIMDGMNWLSLEWDEGPYYQTKRFDRYNAVIDQMLEEGTAYKCYCSKERLEALREEQMAKGEKPRYDGRCRHSHEHHADDEPCVVRFANPQEGSVVFDDQIRGPIEFSNQELDDLIIRRTDGSPTYNFCVVVDDWDMEITHVIRGEDHINNTPRQINILKALKAPVPVYAHVSMINGDDGKKLSKRHGAVSVMQYRDDGYLPEALLNYLVRLGWSHGDQEIFTREEMIKYFTLNAVSKSASAFNTDKLLWLNHHYINALPPEYVATHLQWHIEQENIDTRNGPQLADLVKLLGERCKTLKEMAQSCRYFYEDFAEFDADAAKKHLRPVARQPLEVVRDKLAAITDWTAENVHHAIQATADELEVGMGKVGMPLRVAVTGAGQSPALDVTVHAIGKTRSIERINKALDFIAERENQQ. The pKi is 2.5. (2) The drug is CN[C@@H](C)C(=O)N[C@H]1CCC[C@H]2SC(C)(C)[C@@H](C(=O)Nc3cc(C)nn3-c3ccccc3)N2C1=O. The target protein sequence is MQTHAARFKTFFNWPSSVLVNPEQLAAAGFYYVGNSDDVKCFSCDGGLRCWESGDDPWVQHAKWFPGCEYLIRIKGQEYINNIHLTHSL. The pKi is 6.9. (3) The pKi is 6.8. The target protein (P32352) has sequence MKFFPLLLLIGVVGYIMNVLFTTWLPTNYMFDPKTLNEICNSVISKHNAAEGLSTEDLLQDVRDALASHYGDEYINRYVKEEWVFNNAGGAMGQMIILHASVSEYLILFGTAVGTEGHTGVHFADDYFTILHGTQIAALPYATEAEVYTPGMTHHLKKGYAKQYSMPGGSFALELAQGWIPCMLPFGFLDTFSSTLDLYTLYRTVYLTARDMGKNLLQNKKF. The compound is CCN(CC)CCOc1ccc(/C(=C(/Cl)c2ccccc2)c2ccccc2)cc1. (4) The compound is CC(N)Cc1c[nH]c2ccc(OCc3cccs3)cc12. The target protein (O02824) has sequence MVFLSGNASDSSNCTHPPAPVNISKAILLGVILGGLILFGVLGNILVILSVACHRHLHSVTHYYIVNLAVADLLLTSTVLPFSAIFEILGYWAFGRVFCNIWAAVDVLCCTASIISLCVISIDRYIGVSYPLRYPTIVTQRRGLRALLCVWAFSLVISVGPLFGWRQPAPDDETICQINEEPGYVLFSALGSFYVPLTIILAMYCRVYVVAKRESRGLKSGLKTDKSDSEQVTLRIHRKNAPAGGSGVASAKNKTHFSVRLLKFSREKKAAKTLGIVVGCFVLCWLPFFLVMPIGSFFPDFKPPETVFKIVFWLGYLNSCINPIIYPCSSQEFKKAFQNVLKIQCLRRKQSSKHALGYTLHAPSQALEGQHKDMVRIPVGSGETFYKISKTDGVCEWKFFSSMPRGSARITVPKDQSACTTARVRSKSFLQVCCCVGPSTPNPGENHQVPTIKIHTISLSENGEEV. The pKi is 5.0.